This data is from Peptide-MHC class I binding affinity with 185,985 pairs from IEDB/IMGT. The task is: Regression. Given a peptide amino acid sequence and an MHC pseudo amino acid sequence, predict their binding affinity value. This is MHC class I binding data. (1) The peptide sequence is DSDGSFFLY. The MHC is HLA-A31:01 with pseudo-sequence HLA-A31:01. The binding affinity (normalized) is 0.0847. (2) The peptide sequence is AQTVEDEARR. The binding affinity (normalized) is 0. The MHC is HLA-A11:01 with pseudo-sequence HLA-A11:01.